Dataset: Full USPTO retrosynthesis dataset with 1.9M reactions from patents (1976-2016). Task: Predict the reactants needed to synthesize the given product. (1) Given the product [NH2:28][C:25]1[N:24]=[CH:23][C:22]([C:21]#[C:20][C:15]2[C:14](=[O:29])[N:13]([C:10]3[CH:11]=[C:12]4[C:7]([C:6]([CH3:31])([CH3:30])[CH2:5][NH:4]4)=[CH:8][CH:9]=3)[CH:18]=[CH:17][C:16]=2[CH3:19])=[CH:27][N:26]=1, predict the reactants needed to synthesize it. The reactants are: C([N:4]1[C:12]2[C:7](=[CH:8][CH:9]=[C:10]([N:13]3[CH:18]=[CH:17][C:16]([CH3:19])=[C:15]([C:20]#[C:21][C:22]4[CH:23]=[N:24][C:25]([NH2:28])=[N:26][CH:27]=4)[C:14]3=[O:29])[CH:11]=2)[C:6]([CH3:31])([CH3:30])[CH2:5]1)(=O)C.CC(C)([O-])C.[Na+]. (2) The reactants are: [Si]([O:8][C:9]1[CH:10]=[C:11]([CH:17]=[C:18]([Br:20])[Br:19])[CH:12]=[CH:13][C:14]=1[O:15][CH3:16])(C(C)(C)C)(C)C.[F-].C([N+](CCCC)(CCCC)CCCC)CCC.O. Given the product [Br:19][C:18]([Br:20])=[CH:17][C:11]1[CH:12]=[CH:13][C:14]([O:15][CH3:16])=[C:9]([OH:8])[CH:10]=1, predict the reactants needed to synthesize it. (3) Given the product [ClH:19].[S:1]1[CH:5]=[CH:4][C:3]([C:6]2[CH2:7][CH2:8][NH:9][CH2:10][CH:11]=2)=[CH:2]1, predict the reactants needed to synthesize it. The reactants are: [S:1]1[CH:5]=[CH:4][C:3]([C:6]2[CH2:7][CH2:8][N:9](C(OC(C)(C)C)=O)[CH2:10][CH:11]=2)=[CH:2]1.[ClH:19].